Dataset: Peptide-MHC class I binding affinity with 185,985 pairs from IEDB/IMGT. Task: Regression. Given a peptide amino acid sequence and an MHC pseudo amino acid sequence, predict their binding affinity value. This is MHC class I binding data. (1) The peptide sequence is AAIENYVRF. The MHC is H-2-Db with pseudo-sequence H-2-Db. The binding affinity (normalized) is 0.664. (2) The peptide sequence is YAVLSEYETM. The MHC is HLA-A02:02 with pseudo-sequence HLA-A02:02. The binding affinity (normalized) is 0.533.